Dataset: Human liver microsome stability data. Task: Regression/Classification. Given a drug SMILES string, predict its absorption, distribution, metabolism, or excretion properties. Task type varies by dataset: regression for continuous measurements (e.g., permeability, clearance, half-life) or binary classification for categorical outcomes (e.g., BBB penetration, CYP inhibition). Dataset: hlm. (1) The molecule is CC(N(C)C)C1(c2ccc3ccccc3c2)CCCCC1. The result is 0 (unstable in human liver microsomes). (2) The molecule is CN1CCN(C(=O)Nc2ccc(C[C@H](NC(=O)C=Cc3cc(Cl)ccc3-n3cnnn3)C(=O)Nc3ccc(C(=O)O)cc3)cc2)CC1. The result is 0 (unstable in human liver microsomes).